This data is from Reaction yield outcomes from USPTO patents with 853,638 reactions. The task is: Predict the reaction yield, written as a fraction of the theoretical maximum amount of product (1.0 means a 100% yield; for example, 0.34 means a 34% yield). (1) The catalyst is [Pd].C(O)C. The product is [NH2:2][CH2:1][C:3]1[CH:11]=[CH:10][C:6]([C:7]([OH:9])=[O:8])=[CH:5][C:4]=1[C:12]([OH:14])=[O:13]. The yield is 1.00. The reactants are [C:1]([C:3]1[CH:11]=[CH:10][C:6]([C:7]([OH:9])=[O:8])=[CH:5][C:4]=1[C:12]([OH:14])=[O:13])#[N:2].Cl. (2) The reactants are C([O:3][C:4]([C:6]1[CH:7]=[CH:8][C:9]2[N:10]([C:12]([CH:15]([C:17]3[CH:18]=[C:19]4[C:23](=[CH:24][C:25]=3[F:26])[N:22]([CH3:27])[N:21]=[CH:20]4)[CH3:16])=[CH:13][N:14]=2)[N:11]=1)=[CH2:5])C.Cl. The catalyst is C(O)(=O)C. The product is [F:26][C:25]1[CH:24]=[C:23]2[C:19]([CH:20]=[N:21][N:22]2[CH3:27])=[CH:18][C:17]=1[CH:15]([C:12]1[N:10]2[N:11]=[C:6]([C:4](=[O:3])[CH3:5])[CH:7]=[CH:8][C:9]2=[N:14][CH:13]=1)[CH3:16]. The yield is 0.810. (3) The reactants are [CH3:1][C:2]1[CH:11]=[CH:10][C:5]2[N:6]=[C:7]([NH2:9])[S:8][C:4]=2[CH:3]=1.[C:12](N1C=CN=C1)([N:14]1[CH:18]=[CH:17][N:16]=[CH:15]1)=[S:13]. The catalyst is C(#N)C. The product is [CH3:1][C:2]1[CH:11]=[CH:10][C:5]2[N:6]=[C:7]([NH:9][C:12]([N:14]3[CH:18]=[CH:17][N:16]=[CH:15]3)=[S:13])[S:8][C:4]=2[CH:3]=1. The yield is 0.620. (4) The yield is 0.870. The product is [Cl:1][C:2]1[C:3]2[CH:13]=[CH:12][C:11](=[O:14])[N:10]([C:15]3[C:16]([F:22])=[CH:17][CH:18]=[CH:19][C:20]=3[F:21])[C:4]=2[N:5]=[C:6]([S:8]([CH3:9])=[O:31])[N:7]=1. The reactants are [Cl:1][C:2]1[C:3]2[CH:13]=[CH:12][C:11](=[O:14])[N:10]([C:15]3[C:20]([F:21])=[CH:19][CH:18]=[CH:17][C:16]=3[F:22])[C:4]=2[N:5]=[C:6]([S:8][CH3:9])[N:7]=1.C1C=C(Cl)C=C(C(OO)=[O:31])C=1. The catalyst is ClCCl. (5) The reactants are [CH2:1]([S:8][C:9]1[C:10](F)=[C:11]([F:27])[C:12]([NH:19][C:20]2[CH:25]=[CH:24][CH:23]=[CH:22][C:21]=2[Cl:26])=[C:13]([CH:18]=1)[C:14]([O:16][CH3:17])=[O:15])[C:2]1[CH:7]=[CH:6][CH:5]=[CH:4][CH:3]=1.[N-:29]=[N+:30]=[N-:31].[Na+].O. The catalyst is CN(C=O)C. The product is [N:29]([C:10]1[C:9]([S:8][CH2:1][C:2]2[CH:7]=[CH:6][CH:5]=[CH:4][CH:3]=2)=[CH:18][C:13]([C:14]([O:16][CH3:17])=[O:15])=[C:12]([NH:19][C:20]2[CH:25]=[CH:24][CH:23]=[CH:22][C:21]=2[Cl:26])[C:11]=1[F:27])=[N+:30]=[N-:31]. The yield is 0.751. (6) The reactants are [F:1][C:2]1[C:11]2[NH:10][CH2:9][CH2:8][O:7][C:6]=2[CH:5]=[CH:4][CH:3]=1.[H-].[Na+].F[C:15]1[CH:22]=[CH:21][C:20]([C:23]([F:26])([F:25])[F:24])=[CH:19][C:16]=1[C:17]#[N:18]. The catalyst is C1COCC1. The product is [F:1][C:2]1[C:11]2[N:10]([C:15]3[CH:22]=[CH:21][C:20]([C:23]([F:24])([F:26])[F:25])=[CH:19][C:16]=3[C:17]#[N:18])[CH2:9][CH2:8][O:7][C:6]=2[CH:5]=[CH:4][CH:3]=1. The yield is 0.666.